Dataset: Forward reaction prediction with 1.9M reactions from USPTO patents (1976-2016). Task: Predict the product of the given reaction. Given the reactants [CH3:1][O:2][C:3]1([CH2:19][C:20]([NH:22][CH3:23])=[O:21])[C:11]2[C:6](=[CH:7][CH:8]=[CH:9][CH:10]=2)[N:5]([CH:12]2[CH2:17][CH2:16][NH:15][CH2:14][CH2:13]2)[C:4]1=[O:18].[C:24]1(=O)[C:34]2=[C:35]3[C:30](=[CH:31][CH:32]=[CH:33]2)[CH:29]=[CH:28][CH:27]=[C:26]3[CH2:25]1.C([BH3-])#N.[Na+], predict the reaction product. The product is: [CH:25]1([N:15]2[CH2:14][CH2:13][CH:12]([N:5]3[C:6]4[C:11](=[CH:10][CH:9]=[CH:8][CH:7]=4)[C:3]([CH2:19][C:20]([NH:22][CH3:23])=[O:21])([O:2][CH3:1])[C:4]3=[O:18])[CH2:17][CH2:16]2)[C:26]2=[C:35]3[C:30](=[CH:29][CH:28]=[CH:27]2)[CH:31]=[CH:32][CH:33]=[C:34]3[CH2:24]1.